This data is from Peptide-MHC class II binding affinity with 134,281 pairs from IEDB. The task is: Regression. Given a peptide amino acid sequence and an MHC pseudo amino acid sequence, predict their binding affinity value. This is MHC class II binding data. (1) The peptide sequence is DIKVQFQSGGNNSPA. The MHC is HLA-DQA10501-DQB10201 with pseudo-sequence HLA-DQA10501-DQB10201. The binding affinity (normalized) is 0.0939. (2) The peptide sequence is TAKAPGLVPKLDAAY. The binding affinity (normalized) is 0.0703. The MHC is HLA-DQA10101-DQB10501 with pseudo-sequence HLA-DQA10101-DQB10501. (3) The peptide sequence is AAVPGKNVVNVQTKP. The MHC is HLA-DQA10201-DQB10402 with pseudo-sequence HLA-DQA10201-DQB10402. The binding affinity (normalized) is 0. (4) The peptide sequence is ERAICDMKMAVNNGD. The MHC is DRB1_0101 with pseudo-sequence DRB1_0101. The binding affinity (normalized) is 0.234. (5) The peptide sequence is LVGPFNFRFMSKGGMRNVFDEVIPT. The MHC is DRB4_0101 with pseudo-sequence DRB4_0103. The binding affinity (normalized) is 0.431. (6) The peptide sequence is KMYFNLIDTKAYK. The MHC is DRB1_1101 with pseudo-sequence DRB1_1101. The binding affinity (normalized) is 0.607.